This data is from Forward reaction prediction with 1.9M reactions from USPTO patents (1976-2016). The task is: Predict the product of the given reaction. Given the reactants [C:1]([NH2:9])(=[O:8])[C:2]1[CH:7]=[CH:6][CH:5]=[CH:4][CH:3]=1.[C:10]([OH:14])(=[O:13])[CH:11]=[O:12], predict the reaction product. The product is: [C:1]([NH:9][CH:11]([OH:12])[C:10]([OH:14])=[O:13])(=[O:8])[C:2]1[CH:7]=[CH:6][CH:5]=[CH:4][CH:3]=1.